From a dataset of Forward reaction prediction with 1.9M reactions from USPTO patents (1976-2016). Predict the product of the given reaction. (1) The product is: [F:1][C:2]1[CH:7]=[CH:6][C:5]([C:8]2[C:9](=[O:21])[NH:10][NH:11][C:12]=2[C:13]2[CH:18]=[CH:17][N:16]=[C:15]([S:26]([CH3:22])(=[O:28])=[O:25])[N:14]=2)=[CH:4][CH:3]=1. Given the reactants [F:1][C:2]1[CH:7]=[CH:6][C:5]([C:8]2[C:9](=[O:21])[NH:10][NH:11][C:12]=2[C:13]2[CH:18]=[CH:17][N:16]=[C:15](SC)[N:14]=2)=[CH:4][CH:3]=1.[CH3:22]O.O[O:25][S:26]([O-:28])=O.[K+].S([O-])(O[O-])(=O)=O.[K+].[K+], predict the reaction product. (2) The product is: [Cl:27][C:22]1[CH:21]=[C:20]([C@@H:19]2[O:18][CH2:17][CH2:16][N:15]([C:28]([O:30][C:31]([CH3:32])([CH3:33])[CH3:34])=[O:29])[CH2:14][C@H:13]2[CH2:12][C:11]2[S:35][CH:2]=[C:3]([C:4]([O:6][CH2:7][CH3:8])=[O:5])[N:10]=2)[CH:25]=[CH:24][C:23]=1[Cl:26]. Given the reactants Br[CH2:2][C:3](=O)[C:4]([O:6][CH2:7][CH3:8])=[O:5].[NH2:10][C:11](=[S:35])[CH2:12][C@H:13]1[C@H:19]([C:20]2[CH:25]=[CH:24][C:23]([Cl:26])=[C:22]([Cl:27])[CH:21]=2)[O:18][CH2:17][CH2:16][N:15]([C:28]([O:30][C:31]([CH3:34])([CH3:33])[CH3:32])=[O:29])[CH2:14]1.C(N(CC)CC)C.C(OC(OC(C)(C)C)=O)(OC(C)(C)C)=O.C(=O)([O-])O.[Na+], predict the reaction product. (3) Given the reactants [NH2:1][CH:2]1[C:8]2=[N:9][C:10]([C:14]3[CH:19]=[CH:18][N:17]=[CH:16][CH:15]=3)=[CH:11][C:12](=[O:13])[N:7]2[CH2:6][CH2:5][O:4][CH2:3]1.[F:20][C:21]1[CH:29]=[CH:28][C:24]([C:25](O)=[O:26])=[C:23]([O:30][CH3:31])[CH:22]=1.ClC1C=CC(C(O)=O)=C(OC)C=1, predict the reaction product. The product is: [F:20][C:21]1[CH:29]=[CH:28][C:24]([C:25]([NH:1][CH:2]2[C:8]3=[N:9][C:10]([C:14]4[CH:19]=[CH:18][N:17]=[CH:16][CH:15]=4)=[CH:11][C:12](=[O:13])[N:7]3[CH2:6][CH2:5][O:4][CH2:3]2)=[O:26])=[C:23]([O:30][CH3:31])[CH:22]=1. (4) Given the reactants B(Br)(Br)Br.[Br:5][C:6]1[CH:34]=[C:33]([F:35])[C:9]([CH2:10][N:11]2[C:15]3[CH:16]=[C:17]([O:20]C)[CH:18]=[CH:19][C:14]=3[N:13]=[C:12]2[C@H:22]2[CH2:27][CH2:26][CH2:25][CH2:24][C@H:23]2[C:28]([O:30][CH2:31][CH3:32])=[O:29])=[C:8]([F:36])[CH:7]=1, predict the reaction product. The product is: [Br:5][C:6]1[CH:34]=[C:33]([F:35])[C:9]([CH2:10][N:11]2[C:15]3[CH:16]=[C:17]([OH:20])[CH:18]=[CH:19][C:14]=3[N:13]=[C:12]2[C@H:22]2[CH2:27][CH2:26][CH2:25][CH2:24][C@H:23]2[C:28]([O:30][CH2:31][CH3:32])=[O:29])=[C:8]([F:36])[CH:7]=1. (5) Given the reactants [CH2:1]([O:3][C:4](=[O:32])[CH:5]([C:10]1[CH:11]=[C:12]([C:22]2[CH:27]=[CH:26][C:25]([C:28]([F:31])([F:30])[F:29])=[CH:24][CH:23]=2)[CH:13]=[C:14]([CH:16]2[CH2:21][CH2:20][CH2:19][NH:18][CH2:17]2)[CH:15]=1)[CH2:6][CH:7]([CH3:9])[CH3:8])[CH3:2].[F:33][C:34]([F:45])([F:44])[O:35][C:36]1[CH:43]=[CH:42][C:39]([CH2:40]Br)=[CH:38][CH:37]=1.C(N(C(C)C)CC)(C)C, predict the reaction product. The product is: [CH2:1]([O:3][C:4](=[O:32])[CH:5]([C:10]1[CH:11]=[C:12]([C:22]2[CH:23]=[CH:24][C:25]([C:28]([F:29])([F:30])[F:31])=[CH:26][CH:27]=2)[CH:13]=[C:14]([CH:16]2[CH2:21][CH2:20][CH2:19][N:18]([CH2:40][C:39]3[CH:42]=[CH:43][C:36]([O:35][C:34]([F:33])([F:44])[F:45])=[CH:37][CH:38]=3)[CH2:17]2)[CH:15]=1)[CH2:6][CH:7]([CH3:9])[CH3:8])[CH3:2]. (6) Given the reactants [Cl:1][C:2]1[CH:7]=[CH:6][N:5]=[C:4]([C:8]2[CH:12]=[CH:11][S:10][C:9]=2[CH:13]=[O:14])[CH:3]=1.[BH4-].[Na+].O, predict the reaction product. The product is: [Cl:1][C:2]1[CH:7]=[CH:6][N:5]=[C:4]([C:8]2[CH:12]=[CH:11][S:10][C:9]=2[CH2:13][OH:14])[CH:3]=1. (7) Given the reactants [CH3:1][S:2][C:3]1[N:4]=[CH:5][C:6]2[CH:12]=[CH:11][C:10](=O)[NH:9][C:7]=2[N:8]=1.O=P(Cl)(Cl)[Cl:16], predict the reaction product. The product is: [Cl:16][C:10]1[CH:11]=[CH:12][C:6]2[CH:5]=[N:4][C:3]([S:2][CH3:1])=[N:8][C:7]=2[N:9]=1. (8) The product is: [CH3:61][N:62]1[CH2:67][CH2:66][N:65]([C:16](=[O:18])[C@@H:15]([NH:19][C:20](=[O:21])[C:22]2[CH:23]=[CH:24][C:25]([N:28]3[CH:32]=[CH:31][N:30]=[N:29]3)=[CH:26][CH:27]=2)[CH2:14][CH2:13][CH2:12][N:11]([C@@H:9]2[CH2:10][C@H:8]2[C:5]2[CH:6]=[CH:7][C:2]([F:1])=[CH:3][CH:4]=2)[CH2:33][CH:34]=[CH2:35])[CH2:64][CH2:63]1. Given the reactants [F:1][C:2]1[CH:7]=[CH:6][C:5]([C@@H:8]2[CH2:10][C@H:9]2[N:11]([CH2:33][CH:34]=[CH2:35])[CH2:12][CH2:13][CH2:14][C@H:15]([NH:19][C:20]([C:22]2[CH:27]=[CH:26][C:25]([N:28]3[CH:32]=[CH:31][N:30]=[N:29]3)=[CH:24][CH:23]=2)=[O:21])[C:16]([OH:18])=O)=[CH:4][CH:3]=1.CCOP(ON1N=NC2C=CC=CC=2C1=O)(OCC)=O.N1C=CN=C1.[CH3:61][N:62]1[CH2:67][CH2:66][NH:65][CH2:64][CH2:63]1, predict the reaction product. (9) Given the reactants C([O:5][C:6](=[O:31])[CH2:7][NH:8][C:9]([C:11]1[CH:12]=[N:13][C:14]([O:25][CH2:26][C:27]([F:30])([F:29])[F:28])=[C:15]([C:17]2[CH:22]=[CH:21][C:20]([Cl:23])=[C:19]([Cl:24])[CH:18]=2)[CH:16]=1)=[O:10])(C)(C)C.C(OCC)(=O)C, predict the reaction product. The product is: [Cl:24][C:19]1[CH:18]=[C:17]([C:15]2[CH:16]=[C:11]([C:9]([NH:8][CH2:7][C:6]([OH:31])=[O:5])=[O:10])[CH:12]=[N:13][C:14]=2[O:25][CH2:26][C:27]([F:30])([F:28])[F:29])[CH:22]=[CH:21][C:20]=1[Cl:23]. (10) Given the reactants [Br:1][C:2]1[CH:11]=[C:10]2[C:5]([C:6](Cl)=[C:7]([C:12]([NH2:14])=[O:13])[CH:8]=[N:9]2)=[CH:4][CH:3]=1.[CH3:16][O:17][C:18](=[O:30])[C:19]1[CH:28]=[C:27]([NH2:29])[CH:26]=[C:21]([C:22]([O:24][CH3:25])=[O:23])[CH:20]=1, predict the reaction product. The product is: [NH2:14][C:12]([C:7]1[CH:8]=[N:9][C:10]2[C:5]([C:6]=1[NH:29][C:27]1[CH:28]=[C:19]([C:18]([O:17][CH3:16])=[O:30])[CH:20]=[C:21]([C:22]([O:24][CH3:25])=[O:23])[CH:26]=1)=[CH:4][CH:3]=[C:2]([Br:1])[CH:11]=2)=[O:13].